Dataset: Catalyst prediction with 721,799 reactions and 888 catalyst types from USPTO. Task: Predict which catalyst facilitates the given reaction. Reactant: [F:1][C:2]1[CH:3]=[CH:4][CH:5]=[C:6]2[C:10]=1[NH:9][CH:8]=[CH:7]2.C([BH3-])#N.[Na+].[OH-].[Na+]. Product: [F:1][C:2]1[CH:3]=[CH:4][CH:5]=[C:6]2[C:10]=1[NH:9][CH2:8][CH2:7]2. The catalyst class is: 15.